From a dataset of Forward reaction prediction with 1.9M reactions from USPTO patents (1976-2016). Predict the product of the given reaction. (1) Given the reactants Br[C:2]1[CH:24]=[C:23]([F:25])[CH:22]=[CH:21][C:3]=1[O:4][CH2:5][C:6]([N:8]([CH:18]([CH3:20])[CH3:19])[NH:9][C:10](=[O:17])[C:11]1[CH:16]=[CH:15][CH:14]=[CH:13][CH:12]=1)=[O:7].C([O-])([O-])=O.[Na+].[Na+].[CH2:32]([C:34]1[CH:39]=[CH:38][CH:37]=[CH:36][C:35]=1B(O)O)[CH3:33], predict the reaction product. The product is: [CH2:32]([C:34]1[CH:39]=[CH:38][CH:37]=[CH:36][C:35]=1[C:2]1[CH:24]=[C:23]([F:25])[CH:22]=[CH:21][C:3]=1[O:4][CH2:5][C:6]([N:8]([CH:18]([CH3:20])[CH3:19])[NH:9][C:10](=[O:17])[C:11]1[CH:16]=[CH:15][CH:14]=[CH:13][CH:12]=1)=[O:7])[CH3:33]. (2) Given the reactants [OH:1][CH2:2][CH2:3][N:4]1[C:8](=[O:9])[N:7]([C:10]2[S:11][C:12]([C:16]([NH:18][CH2:19][C:20]3[CH:21]=[N:22][CH:23]=[CH:24][CH:25]=3)=[O:17])=[C:13]([CH3:15])[N:14]=2)[CH:6]=[N:5]1.C(N(CC)CC)C.[CH3:33][S:34](Cl)(=[O:36])=[O:35], predict the reaction product. The product is: [CH3:33][S:34]([O:1][CH2:2][CH2:3][N:4]1[C:8](=[O:9])[N:7]([C:10]2[S:11][C:12]([C:16](=[O:17])[NH:18][CH2:19][C:20]3[CH:21]=[N:22][CH:23]=[CH:24][CH:25]=3)=[C:13]([CH3:15])[N:14]=2)[CH:6]=[N:5]1)(=[O:36])=[O:35]. (3) Given the reactants [Br:1][C:2]1[CH:9]=[CH:8][C:5]([CH:6]=O)=[C:4]([OH:10])[CH:3]=1.[C:11](#[N:14])[CH:12]=[CH2:13].C1N2CCN(CC2)C1, predict the reaction product. The product is: [Br:1][C:2]1[CH:3]=[C:4]2[C:5]([CH:6]=[C:12]([C:11]#[N:14])[CH2:13][O:10]2)=[CH:8][CH:9]=1. (4) Given the reactants C(NC(C)C)(C)C.[Li]CCCC.[Br:13][C:14]1[CH:19]=[CH:18][CH:17]=[C:16]([F:20])[CH:15]=1.[I:21]I, predict the reaction product. The product is: [Br:13][C:14]1[CH:19]=[CH:18][CH:17]=[C:16]([F:20])[C:15]=1[I:21]. (5) Given the reactants [F:1][C:2]1[CH:3]=[C:4]([CH:28]=[C:29]([F:31])[CH:30]=1)[O:5][C:6]1[CH:11]=[CH:10][C:9]([C:12]2[C:20]3[C:15](=[N:16][CH:17]=[N:18][C:19]=3[NH2:21])[N:14]([C@@H:22]3[CH2:27][CH2:26][CH2:25][NH:24][CH2:23]3)[N:13]=2)=[CH:8][CH:7]=1.[C:32]([CH2:34][C:35](O)=[O:36])#[N:33].N1(C(N2C=CN=C2)=O)C=CN=C1, predict the reaction product. The product is: [NH2:21][C:19]1[N:18]=[CH:17][N:16]=[C:15]2[N:14]([C@@H:22]3[CH2:27][CH2:26][CH2:25][N:24]([C:35](=[O:36])[CH2:34][C:32]#[N:33])[CH2:23]3)[N:13]=[C:12]([C:9]3[CH:10]=[CH:11][C:6]([O:5][C:4]4[CH:28]=[C:29]([F:31])[CH:30]=[C:2]([F:1])[CH:3]=4)=[CH:7][CH:8]=3)[C:20]=12. (6) Given the reactants Br[C:2]1[S:3][C:4]([Br:7])=[CH:5][N:6]=1.[CH3:8][N:9]1[CH2:14][CH2:13][NH:12][CH2:11][CH2:10]1, predict the reaction product. The product is: [Br:7][C:4]1[S:3][C:2]([N:12]2[CH2:13][CH2:14][N:9]([CH3:8])[CH2:10][CH2:11]2)=[N:6][CH:5]=1. (7) Given the reactants [CH:1]1[CH:2]=[CH:3][C:4]2[C:5](=[CH:7][C:8]([C:27]([OH:29])=[O:28])=[C:9]([OH:26])[C:10]=2[CH2:11][C:12]2[C:21]([OH:22])=[C:20]([C:23]([OH:25])=[O:24])[CH:19]=[C:18]3[C:13]=2[CH:14]=[CH:15][CH:16]=[CH:17]3)[CH:6]=1.[OH-].[Na+:31], predict the reaction product. The product is: [CH:16]1[CH:17]=[C:18]2[CH:19]=[C:20]([C:23]([OH:25])=[O:24])[C:21]([O-:22])=[C:12]([CH2:11][C:10]3[C:4]4[C:5](=[CH:6][CH:1]=[CH:2][CH:3]=4)[CH:7]=[C:8]([C:27]([OH:29])=[O:28])[C:9]=3[O-:26])[C:13]2=[CH:14][CH:15]=1.[Na+:31].[Na+:31].